Dataset: Experimentally validated miRNA-target interactions with 360,000+ pairs, plus equal number of negative samples. Task: Binary Classification. Given a miRNA mature sequence and a target amino acid sequence, predict their likelihood of interaction. (1) The miRNA is rno-miR-500-3p with sequence AAUGCACCUGGGCAAGGGUUCA. The protein sequence of the target gene is MHLIDYLLLLLVGLLALSHGQLHVEHDGESCSNSSHQQILETGEGSPSLKIAPANADFAFRFYYLIASETPGKNIFFSPLSISAAYAMLSLGACSHSRSQILEGLGFNLTELSESDVHRGFQHLLHTLNLPGHGLETRVGSALFLSHNLKFLAKFLNDTMAVYEAKLFHTNFYDTVGTIQLINDHVKKETRGKIVDLVSELKKDVLMVLVNYIYFKALWEKPFISSRTTPKDFYVDENTTVRVPMMLQDQEHHWYLHDRYLPCSVLRMDYKGDATVFFILPNQGKMREIEEVLTPEMLMR.... Result: 0 (no interaction). (2) The miRNA is hsa-miR-6862-5p with sequence CGGGCAUGCUGGGAGAGACUUU. The protein sequence of the target gene is MQFTSISNSLTSTAAIGLSFTTSTTTTATFTTNTTTTITSGFTVNQNQLLSRGFENLVPYTSTVSVVATPVMTYGHLEGLINEWNLELEDQEKYFLLQATQVNAWDHTLIENGEMIRILHGEVNKVKLDQKRLEQELDFILSQQQELEFLLTYLEESTRDQSGLHYLQDADEEHVEISTRSAEF. Result: 0 (no interaction). (3) The miRNA is hsa-miR-6784-3p with sequence UCUCACCCCAACUCUGCCCCAG. The protein sequence of the target gene is MSHTEVKLKIPFGNKLLDAVCLVPNKSLTYGIILTHGASGDMNLPHLMSLASHLASHGFFCLRFTCKGLNIVHRIKAYKSVLNYLKTSGEYKLAGVFLGGRSMGSRAAASVMCHIEPDDGDDFVRGLICISYPLHHPKQQHKLRDEDLFRLKEPVLFVSGSADEMCEKNLLEKVAQKMQAPHKIHWIEKANHSMAVKGRSTNDVFKEINTQILFWIQEITEMDKKCH. Result: 0 (no interaction).